From a dataset of Experimentally validated miRNA-target interactions with 360,000+ pairs, plus equal number of negative samples. Binary Classification. Given a miRNA mature sequence and a target amino acid sequence, predict their likelihood of interaction. (1) The miRNA is mmu-miR-7008-3p with sequence UGUGCUUCUUGCCUCUUCUCAG. The protein sequence of the target gene is METQFRRGGLGCSPASIKRKKKREDSGDFGLQVSTMFSEDDFQSTERAPYGPQLQWSQDLPRVQVFREQANLEDRSPRRTQRITGGEQVLWGPITQIFPTVRPADLTRVIMPLEQRSQHCKPEEGLQAQEEDLGLVGAQALQAEEQEAAFFSSTLNVGTLEELPAAESPSPPQSPQEESFSPTAMDAIFGSLSDEGSGSQEKEGPSTSPDLIDPESFSQDILHDKIIDLVHLLLRKYRVKGLITKAEMLGSVIKNYEDYFPEIFREASVCMQLLFGIDVKEVDPTSHSYVLVTSLNLSYD.... Result: 0 (no interaction). (2) The miRNA is hsa-miR-143-3p with sequence UGAGAUGAAGCACUGUAGCUC. The protein sequence of the target gene is MKQLPAATVRLLSSSQIITSVVSVVKELIENSLDAGATSVDVKLENYGFDKIEVRDNGEGIKAVDAPVMAMKYYTSKINSHEDLENLTTYGFRGEALGSICCIAEVLITTRTAADNFSTQYVLDGSGHILSQKPSHLGQGTTVTALRLFKNLPVRKQFYSTAKKCKDEIKKIQDLLMSFGILKPDLRIVFVHNKAVIWQKSRVSDHKMALMSVLGTAVMNNMESFQYHSEESQIYLSGFLPKCDADHSFTSLSTPERSFIFINSRPVHQKDILKLIRHHYNLKCLKESTRLYPVFFLKID.... Result: 0 (no interaction).